From a dataset of Full USPTO retrosynthesis dataset with 1.9M reactions from patents (1976-2016). Predict the reactants needed to synthesize the given product. (1) Given the product [Br:16][CH:9]([C:3]1[CH:4]=[C:5]([F:8])[CH:6]=[CH:7][C:2]=1[Cl:1])[C:10]([F:13])([F:12])[F:11], predict the reactants needed to synthesize it. The reactants are: [Cl:1][C:2]1[CH:7]=[CH:6][C:5]([F:8])=[CH:4][C:3]=1[CH:9](O)[C:10]([F:13])([F:12])[F:11].P(Br)(Br)[Br:16].[OH-].[Na+]. (2) Given the product [CH:10]1[N:9]([C@@H:2]2[O:8][C@H:5]([CH2:6][OH:7])[CH2:4][CH2:3]2)[C:18]2[N:17]=[CH:16][NH:15][C:13](=[O:14])[C:12]=2[N:11]=1, predict the reactants needed to synthesize it. The reactants are: [Na].[C@@H:2]1([N:9]2[C:18]3[N:17]=[CH:16][N:15]=[C:13]([OH:14])[C:12]=3[N:11]=[CH:10]2)[O:8][C@H:5]([CH2:6][OH:7])[CH:4]=[CH:3]1.[H][H]. (3) Given the product [Cl:29][C:15]1[C:14]([N:5]2[CH2:6][CH2:7][N:2]([CH3:1])[CH2:3][CH2:4]2)=[C:13]([S:10]([CH2:8][CH3:9])(=[O:12])=[O:11])[CH:18]=[CH:17][C:16]=1[NH:19][C:20](=[O:28])[C@:21]([OH:27])([CH3:26])[C:22]([F:25])([F:24])[F:23], predict the reactants needed to synthesize it. The reactants are: [CH3:1][N:2]1[CH2:7][CH2:6][NH:5][CH2:4][CH2:3]1.[CH2:8]([S:10]([C:13]1[CH:18]=[CH:17][C:16]([NH:19][C:20](=[O:28])[C@:21]([OH:27])([CH3:26])[C:22]([F:25])([F:24])[F:23])=[C:15]([Cl:29])[C:14]=1F)(=[O:12])=[O:11])[CH3:9].[Cl-].[NH4+].